This data is from Full USPTO retrosynthesis dataset with 1.9M reactions from patents (1976-2016). The task is: Predict the reactants needed to synthesize the given product. (1) Given the product [Cl:23][C:5]1[CH:4]=[C:3]([CH2:1][CH3:2])[C:12]2[O:11][CH:10]([C:13]([F:14])([F:15])[F:16])[C:9]([C:17]([OH:19])=[O:18])=[CH:8][C:7]=2[CH:6]=1, predict the reactants needed to synthesize it. The reactants are: [CH2:1]([C:3]1[C:12]2[O:11][CH:10]([C:13]([F:16])([F:15])[F:14])[C:9]([C:17]([OH:19])=[O:18])=[CH:8][C:7]=2[CH:6]=[CH:5][CH:4]=1)[CH3:2].S(Cl)([Cl:23])(=O)=O. (2) Given the product [Cl:44][C:42]1[CH:16]=[CH:17][C:18]([C:28]2[C:36]3[CH:37]=[N:38][CH:39]=[CH:40][C:24]=3[N:26]([CH:35]3[CH2:40][CH2:39][N:38]([CH3:41])[CH2:37][CH2:36]3)[N:27]=2)=[CH:19][CH:14]=1, predict the reactants needed to synthesize it. The reactants are: [C:18]1(P([C:14]2[CH:19]=[CH:18][CH:17]=[CH:16]C=2)[C:18]2[CH:19]=[CH:14]C=[CH:16][CH:17]=2)[CH:19]=[CH:14]C=[CH:16][CH:17]=1.CC(O[C:24](/[N:26]=[N:27]/[C:28](OC(C)C)=O)=O)C.O[CH:35]1[CH2:40][CH2:39][N:38]([CH3:41])[CH2:37][CH2:36]1.[CH2:42]([Cl:44])Cl. (3) Given the product [N:35]1[CH:40]=[CH:39][CH:38]=[CH:37][C:36]=1[CH2:41][CH2:42][NH:43][S:29]([NH:32][C:33](=[O:34])[O:27][CH2:26][CH2:25][CH2:24][C:14]1[CH:15]=[CH:16][C:17]([O:19][CH2:20][CH2:21][O:22][CH3:23])=[CH:18][C:13]=1[O:12][C:3]1[C:2]([Cl:1])=[CH:7][C:6]([C:8]([F:9])([F:11])[F:10])=[CH:5][N:4]=1)(=[O:31])=[O:30], predict the reactants needed to synthesize it. The reactants are: [Cl:1][C:2]1[C:3]([O:12][C:13]2[CH:18]=[C:17]([O:19][CH2:20][CH2:21][O:22][CH3:23])[CH:16]=[CH:15][C:14]=2[CH2:24][CH2:25][CH2:26][OH:27])=[N:4][CH:5]=[C:6]([C:8]([F:11])([F:10])[F:9])[CH:7]=1.Cl[S:29]([N:32]=[C:33]=[O:34])(=[O:31])=[O:30].[N:35]1[CH:40]=[CH:39][CH:38]=[CH:37][C:36]=1[CH2:41][CH2:42][NH2:43].[Cl-].[NH4+]. (4) The reactants are: [C:1]([C:3]1[CH:8]=[C:7]([C:9]([F:12])([F:11])[F:10])[CH:6]=[CH:5][C:4]=1[C:13]1[C:22]2[C:17](=[CH:18][C:19]([S:23]([N:26](CC3C=CC(OC)=CC=3OC)[C:27]3[S:28][CH:29]=[CH:30][N:31]=3)(=[O:25])=[O:24])=[CH:20][CH:21]=2)[CH:16]=[CH:15][N:14]=1)#[N:2].C(O)(C(F)(F)F)=[O:44]. Given the product [S:28]1[CH:29]=[CH:30][N:31]=[C:27]1[NH:26][S:23]([C:19]1[CH:18]=[C:17]2[C:22](=[CH:21][CH:20]=1)[C:13]([C:4]1[CH:5]=[CH:6][C:7]([C:9]([F:12])([F:11])[F:10])=[CH:8][C:3]=1[C:1]([NH2:2])=[O:44])=[N:14][CH:15]=[CH:16]2)(=[O:25])=[O:24], predict the reactants needed to synthesize it. (5) The reactants are: Cl[C:2]1[N:7]=[C:6]([CH3:8])[C:5]([CH:9]([CH2:14][CH2:15][CH3:16])[C:10]([O:12][CH3:13])=[O:11])=[C:4]([C:17]2[CH:22]=[CH:21][C:20]([CH3:23])=[CH:19][CH:18]=2)[N:3]=1.[CH:24]([C:27]1[N:31]=[C:30]([CH:32]2[CH2:37][CH2:36][CH2:35][NH:34][CH2:33]2)[O:29][N:28]=1)([CH3:26])[CH3:25].C(N(CC)CC)C. Given the product [CH:24]([C:27]1[N:31]=[C:30]([CH:32]2[CH2:37][CH2:36][CH2:35][N:34]([C:2]3[N:7]=[C:6]([CH3:8])[C:5]([CH:9]([CH2:14][CH2:15][CH3:16])[C:10]([O:12][CH3:13])=[O:11])=[C:4]([C:17]4[CH:22]=[CH:21][C:20]([CH3:23])=[CH:19][CH:18]=4)[N:3]=3)[CH2:33]2)[O:29][N:28]=1)([CH3:26])[CH3:25], predict the reactants needed to synthesize it. (6) Given the product [O:26]1[C:31]2[CH:32]=[CH:33][C:34]([CH2:36][N:23]3[CH2:24][CH2:25][N:20]([C:18]([C:5]4[C:4]5[C:9](=[CH:10][CH:11]=[C:2]([CH3:1])[CH:3]=5)[N:8]=[C:7]([C:12]5[CH:13]=[CH:14][N:15]=[CH:16][CH:17]=5)[CH:6]=4)=[O:19])[CH2:21][CH2:22]3)=[CH:35][C:30]=2[O:29][CH2:28][CH2:27]1, predict the reactants needed to synthesize it. The reactants are: [CH3:1][C:2]1[CH:3]=[C:4]2[C:9](=[CH:10][CH:11]=1)[N:8]=[C:7]([C:12]1[CH:17]=[CH:16][N:15]=[CH:14][CH:13]=1)[CH:6]=[C:5]2[C:18]([N:20]1[CH2:25][CH2:24][NH:23][CH2:22][CH2:21]1)=[O:19].[O:26]1[C:31]2[CH:32]=[CH:33][C:34]([CH:36]=O)=[CH:35][C:30]=2[O:29][CH2:28][CH2:27]1.C(O[BH-](OC(=O)C)OC(=O)C)(=O)C.[Na+]. (7) Given the product [O:1]([CH:8]1[CH2:13][CH2:12][N:11]([CH2:15][C:16]#[N:17])[CH2:10][CH2:9]1)[C:2]1[CH:3]=[CH:4][CH:5]=[CH:6][CH:7]=1, predict the reactants needed to synthesize it. The reactants are: [O:1]([CH:8]1[CH2:13][CH2:12][NH:11][CH2:10][CH2:9]1)[C:2]1[CH:7]=[CH:6][CH:5]=[CH:4][CH:3]=1.Br[CH2:15][C:16]#[N:17]. (8) Given the product [CH3:16][O:17][C:18]1[C:25]([O:26][CH3:27])=[CH:24][C:21]([CH:22]([O:23][CH3:12])[C:2]#[C:1][C:3]2[CH:10]=[CH:9][C:6]([C:7]#[N:8])=[CH:5][CH:4]=2)=[C:20]([C:28]#[C:29][C:30]2[CH:35]=[CH:34][CH:33]=[CH:32][CH:31]=2)[CH:19]=1.[CH3:16][O:17][C:18]1[C:25]([O:26][CH3:27])=[CH:24][C:21]([CH:22]([O:23][CH3:37])[C:7]#[C:6][C:9]2[CH:40]=[CH:39][C:38]([C:42](=[O:41])[CH2:12][CH2:13][CH2:14][CH3:15])=[CH:3][CH:10]=2)=[C:20]([C:28]#[C:29][C:30]2[CH:35]=[CH:34][CH:33]=[CH:32][CH:31]=2)[CH:19]=1, predict the reactants needed to synthesize it. The reactants are: [C:1]([C:3]1[CH:10]=[CH:9][C:6]([C:7]#[N:8])=[CH:5][CH:4]=1)#[CH:2].[Li][CH2:12][CH2:13][CH2:14][CH3:15].[CH3:16][O:17][C:18]1[C:25]([O:26][CH3:27])=[CH:24][C:21]([CH:22]=[O:23])=[C:20]([C:28]#[C:29][C:30]2[CH:35]=[CH:34][CH:33]=[CH:32][CH:31]=2)[CH:19]=1.I[CH3:37].[CH2:38]1[CH2:42][O:41][CH2:40][CH2:39]1. (9) Given the product [CH:1]([C:4]1[N:8]2[CH:9]=[C:10]([CH2:13][OH:14])[CH:11]=[CH:12][C:7]2=[CH:6][N:5]=1)([CH3:3])[CH3:2], predict the reactants needed to synthesize it. The reactants are: [CH:1]([C:4]1[N:8]2[CH:9]=[C:10]([C:13](OC)=[O:14])[CH:11]=[CH:12][C:7]2=[CH:6][N:5]=1)([CH3:3])[CH3:2].[H-].[Al+3].[Li+].[H-].[H-].[H-]. (10) Given the product [N:7]1[CH:8]=[CH:9][C:4]([CH:1]([OH:3])[CH3:2])=[CH:5][CH:6]=1, predict the reactants needed to synthesize it. The reactants are: [C:1]([C:4]1[CH:9]=[CH:8][N:7]=[CH:6][CH:5]=1)(=[O:3])[CH3:2].CO.